This data is from Forward reaction prediction with 1.9M reactions from USPTO patents (1976-2016). The task is: Predict the product of the given reaction. (1) Given the reactants Cl[C:2]1[N:7]=[C:6]([C:8]2[CH:13]=[CH:12][C:11]([C:14]([F:17])([F:16])[F:15])=[C:10]([O:18][CH2:19][CH3:20])[CH:9]=2)[CH:5]=[C:4]([C:21]([F:24])([F:23])[F:22])[N:3]=1.[Br:25][C:26]1[N:27]=[CH:28][NH:29][CH:30]=1, predict the reaction product. The product is: [Br:25][C:26]1[N:27]=[CH:28][N:29]([C:2]2[N:7]=[C:6]([C:8]3[CH:13]=[CH:12][C:11]([C:14]([F:17])([F:16])[F:15])=[C:10]([O:18][CH2:19][CH3:20])[CH:9]=3)[CH:5]=[C:4]([C:21]([F:24])([F:23])[F:22])[N:3]=2)[CH:30]=1. (2) Given the reactants [NH2:1][C:2]1[CH:3]=[C:4]([CH2:8][CH2:9][C:10]#[N:11])[CH:5]=[CH:6][CH:7]=1.[Cl:12][C:13]1[N:18]=[C:17](Cl)[C:16]([Cl:20])=[CH:15][N:14]=1.C(=O)([O-])[O-].[K+].[K+].CN(C=O)C, predict the reaction product. The product is: [Cl:12][C:13]1[N:18]=[C:17]([NH:1][C:2]2[CH:3]=[C:4]([CH2:8][CH2:9][C:10]#[N:11])[CH:5]=[CH:6][CH:7]=2)[C:16]([Cl:20])=[CH:15][N:14]=1. (3) Given the reactants [C:1]([N:5]([C:27](=[O:36])[C:28]1[CH:33]=[C:32]([CH3:34])[CH:31]=[C:30]([CH3:35])[CH:29]=1)[NH:6][C:7](=[O:26])[C:8]1[CH:13]=[CH:12][C:11]([CH2:14][C:15]#[N:16])=[C:10]([B:17]2[O:21]C(C)(C)C(C)(C)[O:18]2)[CH:9]=1)([CH3:4])([CH3:3])[CH3:2].B(O)O.I([O-])(=O)(=O)=O.[Na+].Cl, predict the reaction product. The product is: [C:1]([N:5]([C:27](=[O:36])[C:28]1[CH:33]=[C:32]([CH3:34])[CH:31]=[C:30]([CH3:35])[CH:29]=1)[NH:6][C:7]([C:8]1[CH:13]=[CH:12][C:11]([CH2:14][C:15]#[N:16])=[C:10]([B:17]([OH:18])[OH:21])[CH:9]=1)=[O:26])([CH3:4])([CH3:3])[CH3:2]. (4) The product is: [C:1]([O:4][C:5]([CH3:16])([CH2:8][CH2:9][CH2:10][CH:11]([CH3:15])[CH2:12][CH2:13][CH3:14])[CH:6]=[CH2:7])(=[O:3])[CH3:2]. Given the reactants [C:1]([O:4][C:5]([CH3:16])([CH2:8][CH2:9][CH2:10][CH:11]([CH3:15])[CH2:12][CH2:13][CH3:14])[C:6]#[CH:7])(=[O:3])[CH3:2].C(SCCO)CSCCO.[H][H], predict the reaction product.